Dataset: Reaction yield outcomes from USPTO patents with 853,638 reactions. Task: Predict the reaction yield, written as a fraction of the theoretical maximum amount of product (1.0 means a 100% yield; for example, 0.34 means a 34% yield). (1) The reactants are Cl.[C:2]1([CH:8]2[CH2:14][CH2:13][CH2:12][NH:11][CH2:10][CH2:9]2)[CH:7]=[CH:6][CH:5]=[CH:4][CH:3]=1.Cl[C:16]1[CH:17]=[CH:18][C:19]2[N:20]([C:22]([C:25]([Cl:28])([F:27])[F:26])=[N:23][N:24]=2)[N:21]=1. No catalyst specified. The product is [Cl:28][C:25]([F:26])([F:27])[C:22]1[N:20]2[N:21]=[C:16]([N:11]3[CH2:12][CH2:13][CH2:14][CH:8]([C:2]4[CH:7]=[CH:6][CH:5]=[CH:4][CH:3]=4)[CH2:9][CH2:10]3)[CH:17]=[CH:18][C:19]2=[N:24][N:23]=1. The yield is 0.690. (2) The reactants are [CH:1]([C:3]1[NH:7][C:6]([CH3:8])=[C:5]([C:9]([OH:11])=O)[C:4]=1[CH3:12])=[O:2].F[P-](F)(F)(F)(F)F.N1(O[P+](N(C)C)(N(C)C)N(C)C)C2C=CC=CC=2N=N1.C(N(C(C)C)CC)(C)C.[CH3:49][N:50]1[CH2:55][CH2:54][NH:53][CH2:52][CH2:51]1.[OH-].[Na+]. The catalyst is CN(C)C=O.[Cl-].[Na+].O.O. The product is [CH3:12][C:4]1[C:5]([C:9]([N:53]2[CH2:54][CH2:55][N:50]([CH3:49])[CH2:51][CH2:52]2)=[O:11])=[C:6]([CH3:8])[NH:7][C:3]=1[CH:1]=[O:2]. The yield is 0.400. (3) The reactants are [CH:1]([N:4]1[C:13]2[C:8](=[CH:9][CH:10]=[C:11]([CH3:14])[CH:12]=2)[CH2:7][CH2:6][CH2:5]1)([CH3:3])[CH3:2].[Br-:15].[Br-].[Br-].C([N+](CCCC)(CCCC)CCCC)CCC.C([N+](CCCC)(CCCC)CCCC)CCC.C([N+](CCCC)(CCCC)CCCC)CCC. The catalyst is ClCCl. The product is [Br:15][C:10]1[CH:9]=[C:8]2[C:13](=[CH:12][C:11]=1[CH3:14])[N:4]([CH:1]([CH3:3])[CH3:2])[CH2:5][CH2:6][CH2:7]2. The yield is 0.670. (4) The reactants are [NH2:1][C:2]1[C:20]([CH3:21])=[CH:19][C:5]([O:6][C:7]2[CH:8]=[CH:9][C:10]3[N:14]=[C:13]([CH2:15][OH:16])[N:12]([CH3:17])[C:11]=3[CH:18]=2)=[CH:4][C:3]=1[CH3:22].[CH3:23][C:24]([O:27][C:28](O[C:28]([O:27][C:24]([CH3:26])([CH3:25])[CH3:23])=[O:29])=[O:29])([CH3:26])[CH3:25]. The catalyst is C(O)(C)C.C(OCC)(=O)C. The product is [C:24]([O:27][C:28]([NH:1][C:2]1[C:20]([CH3:21])=[CH:19][C:5]([O:6][C:7]2[CH:8]=[CH:9][C:10]3[N:14]=[C:13]([CH2:15][OH:16])[N:12]([CH3:17])[C:11]=3[CH:18]=2)=[CH:4][C:3]=1[CH3:22])=[O:29])([CH3:26])([CH3:25])[CH3:23]. The yield is 0.260. (5) The reactants are [CH3:1][C:2]1[O:6][N:5]=[C:4]([C:7]2[CH:12]=[CH:11][CH:10]=[CH:9][CH:8]=2)[C:3]=1[CH2:13][NH:14][C:15]1[CH:23]=[CH:22][C:18]([C:19]([OH:21])=O)=[CH:17][N:16]=1.[CH:24]([NH2:27])([CH3:26])[CH3:25]. No catalyst specified. The product is [CH:24]([NH:27][C:19](=[O:21])[C:18]1[CH:22]=[CH:23][C:15]([NH:14][CH2:13][C:3]2[C:4]([C:7]3[CH:8]=[CH:9][CH:10]=[CH:11][CH:12]=3)=[N:5][O:6][C:2]=2[CH3:1])=[N:16][CH:17]=1)([CH3:26])[CH3:25]. The yield is 0.820. (6) The reactants are [F:1][C:2]1([F:9])[CH2:5][CH:4]([C:6]([OH:8])=O)[CH2:3]1.C(N1C=CN=C1)(N1C=CN=C1)=O.[N+:22]([C:25]1[CH:31]=[CH:30][CH:29]=[CH:28][C:26]=1[NH2:27])([O-:24])=[O:23].C(N(CC)CC)C.C(O)(=O)CC(CC(O)=O)(C(O)=O)O. The catalyst is CN(C=O)C.C(O)C. The product is [F:9][C:2]1([F:1])[CH2:3][CH:4]([C:6]([NH:27][C:26]2[CH:28]=[CH:29][CH:30]=[CH:31][C:25]=2[N+:22]([O-:24])=[O:23])=[O:8])[CH2:5]1. The yield is 0.560. (7) The reactants are [C:1]([C:3]1[CH:8]=[CH:7][CH:6]=[CH:5][C:4]=1[C:9]1[CH:14]=[CH:13][C:12]([CH2:15][N:16]2[C:21](=[O:22])[C:20]([C:23](O)=[O:24])=[C:19]([CH2:26][CH3:27])[N:18]=[C:17]2[CH2:28][CH2:29][CH3:30])=[CH:11][CH:10]=1)#[N:2].[NH:31]1[CH2:36][CH2:35][O:34][CH2:33][CH2:32]1.Cl.CN(C)CCCN=C=NCC.O.ON1C2C=CC=CC=2N=N1. The catalyst is CN(C)C=O.C(OCC)(=O)C.C(N(CC)CC)C. The product is [CH2:26]([C:19]1[N:18]=[C:17]([CH2:28][CH2:29][CH3:30])[N:16]([CH2:15][C:12]2[CH:11]=[CH:10][C:9]([C:4]3[C:3]([C:1]#[N:2])=[CH:8][CH:7]=[CH:6][CH:5]=3)=[CH:14][CH:13]=2)[C:21](=[O:22])[C:20]=1[C:23]([N:31]1[CH2:36][CH2:35][O:34][CH2:33][CH2:32]1)=[O:24])[CH3:27]. The yield is 0.890. (8) The reactants are [Br-:1].[Li+].C1(C)C=CC(S(O[CH:13]([CH2:24][CH2:25][CH2:26][CH2:27][CH2:28][CH2:29][CH2:30][CH2:31][CH2:32][CH3:33])[CH2:14][CH2:15][CH2:16][CH2:17][CH2:18][CH2:19][CH2:20][CH2:21][CH2:22][CH3:23])(=O)=O)=CC=1. The catalyst is CC(C)=O. The product is [Br:1][CH:13]([CH2:24][CH2:25][CH2:26][CH2:27][CH2:28][CH2:29][CH2:30][CH2:31][CH2:32][CH3:33])[CH2:14][CH2:15][CH2:16][CH2:17][CH2:18][CH2:19][CH2:20][CH2:21][CH2:22][CH3:23]. The yield is 0.720.